This data is from NCI-60 drug combinations with 297,098 pairs across 59 cell lines. The task is: Regression. Given two drug SMILES strings and cell line genomic features, predict the synergy score measuring deviation from expected non-interaction effect. (1) Drug 1: C1=NC2=C(N1)C(=S)N=CN2. Synergy scores: CSS=23.6, Synergy_ZIP=-7.92, Synergy_Bliss=-4.26, Synergy_Loewe=-37.7, Synergy_HSA=-5.66. Drug 2: C(CN)CNCCSP(=O)(O)O. Cell line: SK-MEL-5. (2) Drug 1: CN(C)N=NC1=C(NC=N1)C(=O)N. Drug 2: C1=CC(=CC=C1CC(C(=O)O)N)N(CCCl)CCCl.Cl. Cell line: K-562. Synergy scores: CSS=20.3, Synergy_ZIP=-2.71, Synergy_Bliss=1.05, Synergy_Loewe=-5.70, Synergy_HSA=-1.93. (3) Drug 2: C1=CC=C(C=C1)NC(=O)CCCCCCC(=O)NO. Drug 1: CS(=O)(=O)C1=CC(=C(C=C1)C(=O)NC2=CC(=C(C=C2)Cl)C3=CC=CC=N3)Cl. Cell line: COLO 205. Synergy scores: CSS=8.08, Synergy_ZIP=-0.771, Synergy_Bliss=-0.477, Synergy_Loewe=-11.9, Synergy_HSA=-6.48. (4) Drug 1: CC1=C(C(=CC=C1)Cl)NC(=O)C2=CN=C(S2)NC3=CC(=NC(=N3)C)N4CCN(CC4)CCO. Drug 2: C#CCC(CC1=CN=C2C(=N1)C(=NC(=N2)N)N)C3=CC=C(C=C3)C(=O)NC(CCC(=O)O)C(=O)O. Cell line: LOX IMVI. Synergy scores: CSS=73.5, Synergy_ZIP=3.80, Synergy_Bliss=1.04, Synergy_Loewe=-0.686, Synergy_HSA=0.797. (5) Drug 1: C1CN1P(=S)(N2CC2)N3CC3. Drug 2: C1CN1C2=NC(=NC(=N2)N3CC3)N4CC4. Cell line: MOLT-4. Synergy scores: CSS=87.9, Synergy_ZIP=0.289, Synergy_Bliss=0.240, Synergy_Loewe=-1.25, Synergy_HSA=2.40. (6) Drug 1: C1CN1C2=NC(=NC(=N2)N3CC3)N4CC4. Drug 2: CC1CCCC2(C(O2)CC(NC(=O)CC(C(C(=O)C(C1O)C)(C)C)O)C(=CC3=CSC(=N3)C)C)C. Cell line: HCT116. Synergy scores: CSS=71.4, Synergy_ZIP=-4.19, Synergy_Bliss=-6.09, Synergy_Loewe=-4.13, Synergy_HSA=-0.730.